This data is from Ames mutagenicity test results for genotoxicity prediction. The task is: Regression/Classification. Given a drug SMILES string, predict its toxicity properties. Task type varies by dataset: regression for continuous values (e.g., LD50, hERG inhibition percentage) or binary classification for toxic/non-toxic outcomes (e.g., AMES mutagenicity, cardiotoxicity, hepatotoxicity). Dataset: ames. (1) The drug is O=C(O)c1c[n+]([O-])c2ccccc2[n+]1[O-]. The result is 1 (mutagenic). (2) The molecule is O=C(O)C1=CC(O)C(O)C(O)C1. The result is 0 (non-mutagenic). (3) The result is 0 (non-mutagenic). The molecule is OC1C=Cc2c(cc3c(ccc4ccccc43)c2Br)C1O.